Task: Predict the product of the given reaction.. Dataset: Forward reaction prediction with 1.9M reactions from USPTO patents (1976-2016) (1) Given the reactants [CH2:1]([O:8][CH2:9][C:10]1[C@H:11]([OH:34])[CH2:12][C@H:13]([C:15]2[CH:16]=[N:17][N:18]3[C:23]([NH:24][C@@H:25]4[C:33]5[C:28](=[CH:29][CH:30]=[CH:31][CH:32]=5)[CH2:27][CH2:26]4)=[N:22][CH:21]=[N:20][C:19]=23)[CH:14]=1)[C:2]1[CH:7]=[CH:6][CH:5]=[CH:4][CH:3]=1.[N+](C1C=CC(C(O)=O)=CC=1)([O-])=O.C1(P(C2C=CC=CC=2)C2C=CC=CC=2)C=CC=CC=1.N(C(OCC)=O)=NC(OCC)=O.[OH-].[Na+], predict the reaction product. The product is: [CH2:1]([O:8][CH2:9][C:10]1[C@@H:11]([OH:34])[CH2:12][C@H:13]([C:15]2[CH:16]=[N:17][N:18]3[C:23]([NH:24][C@@H:25]4[C:33]5[C:28](=[CH:29][CH:30]=[CH:31][CH:32]=5)[CH2:27][CH2:26]4)=[N:22][CH:21]=[N:20][C:19]=23)[CH:14]=1)[C:2]1[CH:7]=[CH:6][CH:5]=[CH:4][CH:3]=1. (2) The product is: [Cl:1][CH2:2][C:3]([N:21]([CH:18]1[CH2:19][CH2:20][N:15]([C@@H:12]2[CH2:13][CH2:14][C@H:10]([CH2:9][O:8][CH2:6][CH3:7])[CH2:11]2)[CH2:16][CH2:17]1)[C@H:22]1[CH2:27][CH2:26][CH2:25][CH2:24][C@@H:23]1[OH:28])=[O:4]. Given the reactants [Cl:1][CH2:2][C:3](Cl)=[O:4].[CH2:6]([O:8][CH2:9][C@H:10]1[CH2:14][CH2:13][C@@H:12]([N:15]2[CH2:20][CH2:19][CH:18]([NH:21][C@H:22]3[CH2:27][CH2:26][CH2:25][CH2:24][C@@H:23]3[OH:28])[CH2:17][CH2:16]2)[CH2:11]1)[CH3:7].C(N(CC)CC)C, predict the reaction product.